Dataset: NCI-60 drug combinations with 297,098 pairs across 59 cell lines. Task: Regression. Given two drug SMILES strings and cell line genomic features, predict the synergy score measuring deviation from expected non-interaction effect. (1) Drug 2: CCC1(CC2CC(C3=C(CCN(C2)C1)C4=CC=CC=C4N3)(C5=C(C=C6C(=C5)C78CCN9C7C(C=CC9)(C(C(C8N6C)(C(=O)OC)O)OC(=O)C)CC)OC)C(=O)OC)O.OS(=O)(=O)O. Drug 1: CN(C)N=NC1=C(NC=N1)C(=O)N. Synergy scores: CSS=13.3, Synergy_ZIP=-8.11, Synergy_Bliss=-8.07, Synergy_Loewe=-27.3, Synergy_HSA=-7.45. Cell line: SK-OV-3. (2) Drug 1: CC(C)(C#N)C1=CC(=CC(=C1)CN2C=NC=N2)C(C)(C)C#N. Drug 2: C(CC(=O)O)C(=O)CN.Cl. Synergy scores: CSS=5.43, Synergy_ZIP=0.231, Synergy_Bliss=5.98, Synergy_Loewe=3.70, Synergy_HSA=2.46. Cell line: U251. (3) Drug 1: CCC1=CC2CC(C3=C(CN(C2)C1)C4=CC=CC=C4N3)(C5=C(C=C6C(=C5)C78CCN9C7C(C=CC9)(C(C(C8N6C)(C(=O)OC)O)OC(=O)C)CC)OC)C(=O)OC.C(C(C(=O)O)O)(C(=O)O)O. Drug 2: CC1=C(C=C(C=C1)C(=O)NC2=CC(=CC(=C2)C(F)(F)F)N3C=C(N=C3)C)NC4=NC=CC(=N4)C5=CN=CC=C5. Cell line: NCI/ADR-RES. Synergy scores: CSS=0.595, Synergy_ZIP=-0.304, Synergy_Bliss=2.65, Synergy_Loewe=1.59, Synergy_HSA=1.59. (4) Drug 1: CN(C)C1=NC(=NC(=N1)N(C)C)N(C)C. Drug 2: CC1C(C(CC(O1)OC2CC(CC3=C2C(=C4C(=C3O)C(=O)C5=CC=CC=C5C4=O)O)(C(=O)C)O)N)O. Cell line: HS 578T. Synergy scores: CSS=39.8, Synergy_ZIP=-5.25, Synergy_Bliss=-4.69, Synergy_Loewe=-16.9, Synergy_HSA=-0.965. (5) Drug 1: CC12CCC(CC1=CCC3C2CCC4(C3CC=C4C5=CN=CC=C5)C)O. Drug 2: CC1C(C(CC(O1)OC2CC(CC3=C2C(=C4C(=C3O)C(=O)C5=C(C4=O)C(=CC=C5)OC)O)(C(=O)C)O)N)O.Cl. Cell line: SNB-19. Synergy scores: CSS=45.6, Synergy_ZIP=20.8, Synergy_Bliss=20.8, Synergy_Loewe=2.91, Synergy_HSA=21.0. (6) Drug 1: C1=CC(=CC=C1CCC2=CNC3=C2C(=O)NC(=N3)N)C(=O)NC(CCC(=O)O)C(=O)O. Drug 2: CC1CCC2CC(C(=CC=CC=CC(CC(C(=O)C(C(C(=CC(C(=O)CC(OC(=O)C3CCCCN3C(=O)C(=O)C1(O2)O)C(C)CC4CCC(C(C4)OC)O)C)C)O)OC)C)C)C)OC. Cell line: OVCAR3. Synergy scores: CSS=25.9, Synergy_ZIP=-10.3, Synergy_Bliss=-10.2, Synergy_Loewe=-3.70, Synergy_HSA=-2.70. (7) Drug 1: C1CC(=O)NC(=O)C1N2CC3=C(C2=O)C=CC=C3N. Drug 2: C1CN1P(=S)(N2CC2)N3CC3. Cell line: SNB-75. Synergy scores: CSS=10.5, Synergy_ZIP=-4.27, Synergy_Bliss=-3.33, Synergy_Loewe=0.0903, Synergy_HSA=-0.633.